This data is from Reaction yield outcomes from USPTO patents with 853,638 reactions. The task is: Predict the reaction yield, written as a fraction of the theoretical maximum amount of product (1.0 means a 100% yield; for example, 0.34 means a 34% yield). (1) The reactants are [CH3:1][O:2][C:3]1[CH:12]=[N:11][C:10]2[C:5](=[C:6]([CH:13]3[CH2:15][O:14]3)[CH:7]=[CH:8][CH:9]=2)[N:4]=1.[NH4+].[Cl-].[N-:18]=[N+:19]=[N-:20].[Na+]. The catalyst is CO. The product is [N:18]([CH:13]([C:6]1[CH:7]=[CH:8][CH:9]=[C:10]2[C:5]=1[N:4]=[C:3]([O:2][CH3:1])[CH:12]=[N:11]2)[CH2:15][OH:14])=[N+:19]=[N-:20]. The yield is 0.770. (2) The reactants are [CH3:1][CH:2]1[C:7](=[O:8])[N:6]([C:9]2[CH:14]=[CH:13][CH:12]=[CH:11][CH:10]=2)[C:5]2[CH:15]=[N:16][C:17]([NH:19][C:20]3[CH:21]=[C:22]4[C:26](=[CH:27][CH:28]=3)[N:25](C3CCCCO3)[N:24]=[CH:23]4)=[CH:18][C:4]=2[N:3]1[CH2:35][CH2:36][CH:37]([CH3:39])[CH3:38].Cl.ClCCl. The catalyst is O1CCOCC1. The product is [NH:25]1[C:26]2[C:22](=[CH:21][C:20]([NH:19][C:17]3[N:16]=[CH:15][C:5]4[N:6]([C:9]5[CH:10]=[CH:11][CH:12]=[CH:13][CH:14]=5)[C:7](=[O:8])[CH:2]([CH3:1])[N:3]([CH2:35][CH2:36][CH:37]([CH3:38])[CH3:39])[C:4]=4[CH:18]=3)=[CH:28][CH:27]=2)[CH:23]=[N:24]1. The yield is 0.600. (3) The reactants are [F:1][C:2]1[CH:7]=[C:6]([I:8])[CH:5]=[CH:4][C:3]=1[NH:9][C:10]1[N:11]([CH3:22])[C:12](=[O:21])[C:13]([CH3:20])=[CH:14][C:15]=1[C:16]([O:18]C)=[O:17].C1COCC1.[Li+].[OH-]. The catalyst is O. The product is [F:1][C:2]1[CH:7]=[C:6]([I:8])[CH:5]=[CH:4][C:3]=1[NH:9][C:10]1[N:11]([CH3:22])[C:12](=[O:21])[C:13]([CH3:20])=[CH:14][C:15]=1[C:16]([OH:18])=[O:17]. The yield is 0.920. (4) The reactants are [F:1][C:2]1[CH:7]=[C:6]([I:8])[CH:5]=[CH:4][C:3]=1[NH:9][C:10]1[C:19]2[C:18](=[O:20])[NH:17][CH:16]=[N:15][C:14]=2[N:13]([CH3:21])[C:12](=[O:22])[CH:11]=1.C(=O)([O-])[O-].[K+].[K+].ClC1C=CC([N+]([O-])=O)=CC=1[N+]([O-])=O.[C:42]([O:46][CH2:47][CH2:48][O:49]N)([CH3:45])([CH3:44])[CH3:43]. The catalyst is CC(N(C)C)=O. The product is [C:42]([O:46][CH2:47][CH2:48][O:49][N:17]1[C:18](=[O:20])[C:19]2[C:10]([NH:9][C:3]3[CH:4]=[CH:5][C:6]([I:8])=[CH:7][C:2]=3[F:1])=[CH:11][C:12](=[O:22])[N:13]([CH3:21])[C:14]=2[N:15]=[CH:16]1)([CH3:45])([CH3:44])[CH3:43]. The yield is 0.120. (5) The reactants are [H][H].[C:3]([NH:6][CH2:7][CH2:8][CH2:9][S:10]([O:13][CH2:14][C:15]([CH3:28])([CH3:27])[CH2:16][CH2:17][CH2:18][O:19]CC1C=CC=CC=1)(=[O:12])=[O:11])(=[O:5])[CH3:4].C(O)(=O)C. The catalyst is [Pd].C(O)C. The product is [C:3]([NH:6][CH2:7][CH2:8][CH2:9][S:10]([O:13][CH2:14][C:15]([CH3:28])([CH3:27])[CH2:16][CH2:17][CH2:18][OH:19])(=[O:12])=[O:11])(=[O:5])[CH3:4]. The yield is 0.930. (6) The product is [N:4]1[CH:5]=[CH:6][CH:7]=[C:2]([C:1]2[S:8][CH:11]=[C:12]([C:13]([O:15][CH2:16][CH3:17])=[O:14])[N:9]=2)[CH:3]=1. The catalyst is CCO. The reactants are [C:1]([NH2:9])(=[S:8])[C:2]1[CH:7]=[CH:6][CH:5]=[N:4][CH:3]=1.Br[CH2:11][C:12](=O)[C:13]([O:15][CH2:16][CH3:17])=[O:14]. The yield is 0.470. (7) The product is [N:10]1[C:11]2[CH:2]([NH:1][CH2:18][C:17]3[CH:20]=[CH:21][C:14]([C:12]#[N:13])=[CH:15][CH:16]=3)[CH2:3][CH2:4][CH2:5][C:6]=2[CH:7]=[CH:8][CH:9]=1. The catalyst is ClCCl. The reactants are [NH2:1][CH:2]1[C:11]2[N:10]=[CH:9][CH:8]=[CH:7][C:6]=2[CH2:5][CH2:4][CH2:3]1.[C:12]([C:14]1[CH:21]=[CH:20][C:17]([CH:18]=O)=[CH:16][CH:15]=1)#[N:13].C(O[BH-](OC(=O)C)OC(=O)C)(=O)C.[Na+]. The yield is 0.720. (8) The reactants are [C:1]1([C:31]2[CH:36]=[CH:35][CH:34]=[CH:33][CH:32]=2)[CH:6]=[CH:5][C:4]([C:7]2[N:8]([C:24]3[CH:29]=[CH:28][C:27]([Cl:30])=[CH:26][CH:25]=3)[C:9](=[O:23])[C:10]3[N:11]=[C:12]([CH3:22])[N:13]([C:16]4[CH:21]=[CH:20][CH:19]=[CH:18][CH:17]=4)[C:14]=3[N:15]=2)=[CH:3][CH:2]=1.C1C(=O)N([Br:44])C(=O)C1.CC(N=NC(C#N)(C)C)(C#N)C. The catalyst is C(Cl)(Cl)(Cl)Cl. The product is [C:1]1([C:31]2[CH:32]=[CH:33][CH:34]=[CH:35][CH:36]=2)[CH:2]=[CH:3][C:4]([C:7]2[N:8]([C:24]3[CH:29]=[CH:28][C:27]([Cl:30])=[CH:26][CH:25]=3)[C:9](=[O:23])[C:10]3[N:11]=[C:12]([CH2:22][Br:44])[N:13]([C:16]4[CH:17]=[CH:18][CH:19]=[CH:20][CH:21]=4)[C:14]=3[N:15]=2)=[CH:5][CH:6]=1. The yield is 0.780. (9) The reactants are [C:1](Cl)(=[O:5])[C:2](Cl)=[O:3].[CH3:7][NH2:8].[Br:9][C:10]1[CH:32]=[CH:31][C:13]2[N:14]([C:27]([CH3:30])([CH3:29])[CH3:28])[C:15]([C:17]3[CH:26]=[CH:25][CH:24]=[CH:23][C:18]=3[C:19]([NH:21]O)=[NH:20])=[N:16][C:12]=2[CH:11]=1. The catalyst is C1COCC1.N1C=CC=CC=1. The product is [CH3:7][NH:8][C:2]([C:1]1[O:5][N:21]=[C:19]([C:18]2[CH:23]=[CH:24][CH:25]=[CH:26][C:17]=2[C:15]2[N:14]([C:27]([CH3:30])([CH3:29])[CH3:28])[C:13]3[CH:31]=[CH:32][C:10]([Br:9])=[CH:11][C:12]=3[N:16]=2)[N:20]=1)=[O:3]. The yield is 0.370. (10) The reactants are Cl[C:2]1[CH:3]=[C:4]2[C:9](=[CH:10][N:11]=1)[N:8]=[C:7]([C:12]1[CH:17]=[CH:16][CH:15]=[CH:14][C:13]=1[Cl:18])[CH:6]=[CH:5]2.[CH:19]1([C:22]([NH2:24])=[O:23])[CH2:21][CH2:20]1.C1(P(C2C=CC=CC=2)C2C3OC4C(=CC=CC=4P(C4C=CC=CC=4)C4C=CC=CC=4)C(C)(C)C=3C=CC=2)C=CC=CC=1.C(=O)([O-])[O-].[Cs+].[Cs+]. The catalyst is O1CCOCC1.C(OCC)(=O)C.C([O-])(=O)C.[Pd+2].C([O-])(=O)C. The product is [Cl:18][C:13]1[CH:14]=[CH:15][CH:16]=[CH:17][C:12]=1[C:7]1[CH:6]=[CH:5][C:4]2[C:9](=[CH:10][N:11]=[C:2]([NH:24][C:22]([CH:19]3[CH2:21][CH2:20]3)=[O:23])[CH:3]=2)[N:8]=1. The yield is 0.200.